From a dataset of Catalyst prediction with 721,799 reactions and 888 catalyst types from USPTO. Predict which catalyst facilitates the given reaction. (1) Reactant: C(=O)([O-])[O-].[K+].[K+].[Cl:7][C:8]1[C:16]([Cl:17])=[C:15]2[C:11]([CH2:12][C:13]([CH:20]3[CH2:24][CH2:23][CH2:22][CH2:21]3)([CH3:19])[C:14]2=[O:18])=[CH:10][C:9]=1[OH:25].Br[CH2:27][CH2:28][CH2:29][CH2:30][CH2:31][C:32]#[N:33]. Product: [Cl:7][C:8]1[C:16]([Cl:17])=[C:15]2[C:11]([CH2:12][C:13]([CH:20]3[CH2:24][CH2:23][CH2:22][CH2:21]3)([CH3:19])[C:14]2=[O:18])=[CH:10][C:9]=1[O:25][CH2:27][CH2:28][CH2:29][CH2:30][CH2:31][C:32]#[N:33]. The catalyst class is: 21. (2) Reactant: [CH3:1][NH:2][CH2:3][CH2:4][NH:5][C:6](=[O:12])[O:7][C:8]([CH3:11])([CH3:10])[CH3:9].[OH:13][C:14]1[CH:22]=[CH:21][CH:20]=[CH:19][C:15]=1[C:16](Cl)=[O:17].N1C=CN=C1.C1CCC(N=C=NC2CCCCC2)CC1. Product: [OH:13][C:14]1[CH:22]=[CH:21][CH:20]=[CH:19][C:15]=1[C:16]([N:2]([CH2:3][CH2:4][NH:5][C:6](=[O:12])[O:7][C:8]([CH3:10])([CH3:9])[CH3:11])[CH3:1])=[O:17]. The catalyst class is: 13. (3) Reactant: [I:1]I.C1(P(C2C=CC=CC=2)C2C=CC=CC=2)C=CC=CC=1.N1C=CN=C1.[CH2:27]([C@@H:34]1[CH2:38][O:37][C:36](=[O:39])[N:35]1[C:40](=[O:47])[C@@H:41]([CH2:45]O)[CH:42]([CH3:44])[CH3:43])[C:28]1[CH:33]=[CH:32][CH:31]=[CH:30][CH:29]=1. Product: [CH2:27]([C@@H:34]1[CH2:38][O:37][C:36](=[O:39])[N:35]1[C:40](=[O:47])[CH:41]([CH2:45][I:1])[CH:42]([CH3:44])[CH3:43])[C:28]1[CH:33]=[CH:32][CH:31]=[CH:30][CH:29]=1. The catalyst class is: 11. (4) Reactant: C[O:2][C:3](=[O:30])[C:4]1[CH:9]=[CH:8][CH:7]=[CH:6][C:5]=1[NH:10][C:11]1[CH:19]=[C:18]2[C:14]([C:15]([C:26](=[O:29])[NH:27][CH3:28])=[N:16][N:17]2[CH:20]2[CH2:25][CH2:24][CH2:23][CH2:22][O:21]2)=[CH:13][CH:12]=1.[OH-].[Na+].Cl.CCOC(C)=O. Product: [CH3:28][NH:27][C:26]([C:15]1[C:14]2[C:18](=[CH:19][C:11]([NH:10][C:5]3[CH:6]=[CH:7][CH:8]=[CH:9][C:4]=3[C:3]([OH:30])=[O:2])=[CH:12][CH:13]=2)[N:17]([CH:20]2[CH2:25][CH2:24][CH2:23][CH2:22][O:21]2)[N:16]=1)=[O:29]. The catalyst class is: 364. (5) Reactant: [CH3:1][NH:2][C@@H:3]1[C:12]2[N:11]=[CH:10][CH:9]=[CH:8][C:7]=2[CH2:6][CH2:5][CH2:4]1.Cl[CH2:14][C:15]1[N:19]([CH2:20][C@H:21]2[CH2:26][CH2:25][CH2:24][N:23]([C:27]([O:29][C:30]([CH3:33])([CH3:32])[CH3:31])=[O:28])[CH2:22]2)[C:18]2[CH:34]=[CH:35][CH:36]=[CH:37][C:17]=2[N:16]=1.[I-].[K+].C(N(CC)C(C)C)(C)C. Product: [CH3:1][N:2]([CH2:14][C:15]1[N:19]([CH2:20][C@H:21]2[CH2:26][CH2:25][CH2:24][N:23]([C:27]([O:29][C:30]([CH3:33])([CH3:31])[CH3:32])=[O:28])[CH2:22]2)[C:18]2[CH:34]=[CH:35][CH:36]=[CH:37][C:17]=2[N:16]=1)[C@@H:3]1[C:12]2[N:11]=[CH:10][CH:9]=[CH:8][C:7]=2[CH2:6][CH2:5][CH2:4]1. The catalyst class is: 10.